The task is: Predict the product of the given reaction.. This data is from Forward reaction prediction with 1.9M reactions from USPTO patents (1976-2016). (1) Given the reactants [CH3:1][N:2]1[C:10]2[C:5](=[CH:6][CH:7]=[CH:8][CH:9]=2)[CH:4]=[C:3]1[C:11]([N:13](C1C=CC=CC=1)[C@H:14]([C:16]([NH:18][C@H:19]([CH:24]=[O:25])[CH2:20][C:21]([OH:23])=[O:22])=[O:17])[CH3:15])=[O:12].C=O.[C:34](O)(=O)[CH3:35], predict the reaction product. The product is: [CH3:1][N:2]1[C:10]2[C:5](=[CH:6][CH:7]=[CH:8][CH:9]=2)[CH:4]=[C:3]1[C:11]([NH:13][C@H:14]([C:16]([NH:18][C@H:19]([CH:24]=[O:25])[CH2:20][C:21]([OH:23])=[O:22])=[O:17])[CH2:15][C:35]1[CH:34]=[CH:5][CH:4]=[CH:3][CH:11]=1)=[O:12]. (2) The product is: [CH3:3][C:2]([C:1]([O:6][CH2:8][CH2:9][OH:10])=[O:5])=[CH2:4]. Given the reactants [C:1]([O-:6])(=[O:5])[C:2]([CH3:4])=[CH2:3].C1C[O:10][CH2:9][CH2:8]1, predict the reaction product. (3) Given the reactants FC(F)(F)C(O)=O.[CH3:8][NH:9][C:10]([CH:12]([NH:24][C:25](=[O:76])[C@@H:26]([NH:54][C:55](=[O:75])[C@H:56]([NH:64][C:65](=[O:74])[CH2:66][CH2:67][C:68]1[CH:73]=[CH:72][CH:71]=[CH:70][CH:69]=1)[CH2:57][C:58]1[CH:63]=[CH:62][CH:61]=[CH:60][CH:59]=1)[CH2:27][CH2:28][CH2:29][C:30]1[N:31]=[CH:32][N:33](C(C2C=CC=CC=2)(C2C=CC=CC=2)C2C=CC=CC=2)[CH:34]=1)[CH2:13][C:14]1[CH:23]=[CH:22][C:21]2[C:16](=[CH:17][CH:18]=[CH:19][CH:20]=2)[CH:15]=1)=[O:11].C([SiH](CC)CC)C, predict the reaction product. The product is: [CH3:8][NH:9][C:10]([C@@H:12]([NH:24][C:25](=[O:76])[CH:26]([NH:54][C:55](=[O:75])[C@H:56]([NH:64][C:65](=[O:74])[CH2:66][CH2:67][C:68]1[CH:73]=[CH:72][CH:71]=[CH:70][CH:69]=1)[CH2:57][C:58]1[CH:59]=[CH:60][CH:61]=[CH:62][CH:63]=1)[CH2:27][CH2:28][CH2:29][C:30]1[N:31]=[CH:32][NH:33][CH:34]=1)[CH2:13][C:14]1[CH:23]=[CH:22][C:21]2[C:16](=[CH:17][CH:18]=[CH:19][CH:20]=2)[CH:15]=1)=[O:11]. (4) Given the reactants [CH3:1][C:2]([CH3:8])([CH3:7])[C:3]#[C:4][CH2:5][OH:6], predict the reaction product. The product is: [CH3:1][C:2]([CH3:8])([CH3:7])[CH2:3][CH2:4][CH2:5][OH:6].[CH3:1][C:2]([CH3:8])([CH3:7])[CH2:3][CH2:4][CH:5]=[O:6]. (5) Given the reactants CCN(C(C)C)C(C)C.Cl[C:11]1[NH:12][C:13](=[O:21])[C:14]2[CH:19]=[N:18][N:17]([CH3:20])[C:15]=2[N:16]=1.[CH3:22][N:23]1[C:27]([CH2:28][N:29]2[CH2:34][CH2:33][NH:32][CH2:31][CH2:30]2)=[CH:26][CH:25]=[N:24]1, predict the reaction product. The product is: [CH3:20][N:17]1[C:15]2[N:16]=[C:11]([N:32]3[CH2:33][CH2:34][N:29]([CH2:28][C:27]4[N:23]([CH3:22])[N:24]=[CH:25][CH:26]=4)[CH2:30][CH2:31]3)[NH:12][C:13](=[O:21])[C:14]=2[CH:19]=[N:18]1. (6) Given the reactants [H-].[H-].[H-].[H-].[Li+].[Al+3].[F:7][CH:8]([F:19])[C:9]1[CH:18]=[CH:17][C:12]([C:13](OC)=[O:14])=[CH:11][CH:10]=1, predict the reaction product. The product is: [F:7][CH:8]([F:19])[C:9]1[CH:10]=[CH:11][C:12]([CH2:13][OH:14])=[CH:17][CH:18]=1.